This data is from Forward reaction prediction with 1.9M reactions from USPTO patents (1976-2016). The task is: Predict the product of the given reaction. (1) Given the reactants C(C1C=CC=CC=1)(=[O:3])C.[C:10]([C:13]1[S:14][CH:15]=[CH:16][CH:17]=1)(=[O:12])[CH3:11], predict the reaction product. The product is: [O:12]=[C:10]([C:13]1[S:14][CH:15]=[CH:16][CH:17]=1)[CH:11]=[O:3]. (2) Given the reactants ClC1C=CC(C2C([C@@H](NC(=O)CC3C4C(=CC=C(CNC(=O)OC(C)(C)C)C=4)NC=3)CC3C=C(F)C=C(F)C=3)=NC=CC=2)=CC=1.[Cl:46][C:47]1[CH:52]=[CH:51][C:50]([C:53]2[C:54]([C@@H:59]([NH:69][C:70](=[O:90])[CH2:71][C:72]3[C:80]4[C:75](=[CH:76][C:77]([CH2:81][NH:82]C(=O)OC(C)(C)C)=[CH:78][CH:79]=4)[NH:74][CH:73]=3)[CH2:60][C:61]3[CH:66]=[C:65]([F:67])[CH:64]=[C:63]([F:68])[CH:62]=3)=[N:55][CH:56]=[CH:57][CH:58]=2)=[CH:49][CH:48]=1, predict the reaction product. The product is: [NH2:82][CH2:81][C:77]1[CH:76]=[C:75]2[C:80]([C:72]([CH2:71][C:70]([NH:69][C@H:59]([C:54]3[C:53]([C:50]4[CH:51]=[CH:52][C:47]([Cl:46])=[CH:48][CH:49]=4)=[CH:58][CH:57]=[CH:56][N:55]=3)[CH2:60][C:61]3[CH:62]=[C:63]([F:68])[CH:64]=[C:65]([F:67])[CH:66]=3)=[O:90])=[CH:73][NH:74]2)=[CH:79][CH:78]=1. (3) Given the reactants [O:1]=[C:2]1[CH2:7][CH2:6][NH:5][CH2:4][CH:3]1[C:8]([O:10][CH2:11][CH3:12])=[O:9].[CH2:13]([C:15]1[CH:16]=[C:17]([N:21]=[C:22]=[O:23])[CH:18]=[CH:19][CH:20]=1)[CH3:14], predict the reaction product. The product is: [CH2:13]([C:15]1[CH:16]=[C:17]([NH:21][C:22]([N:5]2[CH2:6][CH2:7][C:2](=[O:1])[CH:3]([C:8]([O:10][CH2:11][CH3:12])=[O:9])[CH2:4]2)=[O:23])[CH:18]=[CH:19][CH:20]=1)[CH3:14]. (4) Given the reactants C(OC([N:11]1[CH2:16][CH2:15][C:14]([O:22]COCC2C=CC=CC=2)([CH2:17][C:18]([F:21])([CH3:20])[CH3:19])[CH2:13][CH2:12]1)=O)C1C=CC=CC=1, predict the reaction product. The product is: [F:21][C:18]([CH3:20])([CH3:19])[CH2:17][C:14]1([OH:22])[CH2:13][CH2:12][NH:11][CH2:16][CH2:15]1. (5) Given the reactants [Cl:1][C:2]1[CH:10]=[CH:9][C:8]([Cl:11])=[C:7]([CH3:12])[C:3]=1[C:4]([OH:6])=O.ClCCl.[CH3:16][O:17][C:18]1[CH:19]=[C:20]([CH3:28])[CH:21]=[C:22]([O:26][CH3:27])[C:23]=1[O:24][CH3:25].O=P12OP3(OP(OP(O3)(O1)=O)(=O)O2)=O, predict the reaction product. The product is: [Cl:1][C:2]1[CH:10]=[CH:9][C:8]([Cl:11])=[C:7]([CH3:12])[C:3]=1[C:4]([C:21]1[C:22]([O:26][CH3:27])=[C:23]([O:24][CH3:25])[C:18]([O:17][CH3:16])=[CH:19][C:20]=1[CH3:28])=[O:6]. (6) The product is: [Br:38][C:39]1[O:43][C:42]([C:44]([NH:34][CH2:35][CH2:36][OH:37])=[O:46])=[CH:41][CH:40]=1. Given the reactants F[P-](F)(F)(F)(F)F.N1(OC(N(C)C)=[N+](C)C)C2N=CC=CC=2N=N1.C(N(CC)C(C)C)(C)C.[NH2:34][CH2:35][CH2:36][OH:37].[Br:38][C:39]1[O:43][C:42]([C:44]([OH:46])=O)=[CH:41][CH:40]=1, predict the reaction product. (7) Given the reactants Cl[C:2]1[NH:3][C:4](=[O:12])[C:5]2[S:10][C:9]([CH3:11])=[CH:8][C:6]=2[N:7]=1.[CH:13]1[C:18]2[CH2:19][NH:20][CH2:21][CH2:22][S:23](=[O:24])[C:17]=2[CH:16]=[CH:15][CH:14]=1.C(N(CC)CC)C, predict the reaction product. The product is: [O:24]=[S:23]1[C:17]2[CH:16]=[CH:15][CH:14]=[CH:13][C:18]=2[CH2:19][N:20]([C:2]2[NH:3][C:4](=[O:12])[C:5]3[S:10][C:9]([CH3:11])=[CH:8][C:6]=3[N:7]=2)[CH2:21][CH2:22]1.